Dataset: Full USPTO retrosynthesis dataset with 1.9M reactions from patents (1976-2016). Task: Predict the reactants needed to synthesize the given product. (1) Given the product [S:17]1[CH:20]=[CH:21][CH:22]=[C:36]1[C:35]([S:10]([C:13]([F:14])([F:15])[F:16])(=[O:11])=[O:12])=[N+:32]=[N-:40], predict the reactants needed to synthesize it. The reactants are: S1C=CC=C1S(C[S:10]([C:13]([F:16])([F:15])[F:14])(=[O:12])=[O:11])(=O)=O.[S:17](N=[N+]=[N-])([C:20]1C=CC(C)=[CH:22][CH:21]=1)(=O)=O.C([N:32]([CH2:35][CH3:36])CC)C.O.C(#[N:40])C. (2) Given the product [Cl:15][C:13]1[CH:12]=[CH:11][C:10]([CH3:16])=[C:9]([C:4]2[N:5]=[C:6]([NH:27][CH3:26])[N:7]=[C:2]([NH:17][C:18]3[CH:25]=[CH:24][C:21]([CH2:22][OH:23])=[CH:20][CH:19]=3)[N:3]=2)[CH:14]=1, predict the reactants needed to synthesize it. The reactants are: Cl[C:2]1[N:7]=[C:6](Cl)[N:5]=[C:4]([C:9]2[CH:14]=[C:13]([Cl:15])[CH:12]=[CH:11][C:10]=2[CH3:16])[N:3]=1.[NH2:17][C:18]1[CH:25]=[CH:24][C:21]([CH2:22][OH:23])=[CH:20][CH:19]=1.[CH3:26][NH2:27]. (3) Given the product [CH3:28][O:29][C:30]1[N:35]=[C:34]([O:67][C:64]2[CH:65]=[CH:66][C:61]([F:60])=[CH:62][CH:63]=2)[C:33]([C:40]2[CH:45]=[CH:44][C:43]([Cl:46])=[CH:42][CH:41]=2)=[C:32]([C:47]2[CH:52]=[CH:51][C:50]([Cl:53])=[CH:49][C:48]=2[Cl:54])[N:31]=1, predict the reactants needed to synthesize it. The reactants are: CS(C1N=C(OC)C(C2C=CC(Cl)=CC=2)=C(C2C=CC(Cl)=CC=2Cl)N=1)(=O)=O.[CH3:28][O:29][C:30]1[N:35]=[C:34](S(C)(=O)=O)[C:33]([C:40]2[CH:45]=[CH:44][C:43]([Cl:46])=[CH:42][CH:41]=2)=[C:32]([C:47]2[CH:52]=[CH:51][C:50]([Cl:53])=[CH:49][C:48]=2[Cl:54])[N:31]=1.C([Li])CCC.[F:60][C:61]1[CH:66]=[CH:65][C:64]([OH:67])=[CH:63][CH:62]=1.